From a dataset of NCI-60 drug combinations with 297,098 pairs across 59 cell lines. Regression. Given two drug SMILES strings and cell line genomic features, predict the synergy score measuring deviation from expected non-interaction effect. (1) Drug 1: CC(C1=C(C=CC(=C1Cl)F)Cl)OC2=C(N=CC(=C2)C3=CN(N=C3)C4CCNCC4)N. Drug 2: C1=CN(C(=O)N=C1N)C2C(C(C(O2)CO)O)O.Cl. Cell line: OVCAR3. Synergy scores: CSS=28.2, Synergy_ZIP=-6.73, Synergy_Bliss=3.73, Synergy_Loewe=-21.1, Synergy_HSA=1.63. (2) Drug 1: C1CC(=O)NC(=O)C1N2CC3=C(C2=O)C=CC=C3N. Drug 2: C1=NC(=NC(=O)N1C2C(C(C(O2)CO)O)O)N. Cell line: MOLT-4. Synergy scores: CSS=-2.19, Synergy_ZIP=0.669, Synergy_Bliss=-2.10, Synergy_Loewe=-11.5, Synergy_HSA=-5.98. (3) Cell line: CCRF-CEM. Drug 2: C1=CN(C(=O)N=C1N)C2C(C(C(O2)CO)O)O.Cl. Synergy scores: CSS=83.1, Synergy_ZIP=1.71, Synergy_Bliss=1.75, Synergy_Loewe=-0.723, Synergy_HSA=3.64. Drug 1: C1CN1P(=S)(N2CC2)N3CC3.